Dataset: NCI-60 drug combinations with 297,098 pairs across 59 cell lines. Task: Regression. Given two drug SMILES strings and cell line genomic features, predict the synergy score measuring deviation from expected non-interaction effect. (1) Drug 1: CC1=C(C(=O)C2=C(C1=O)N3CC4C(C3(C2COC(=O)N)OC)N4)N. Drug 2: COCCOC1=C(C=C2C(=C1)C(=NC=N2)NC3=CC=CC(=C3)C#C)OCCOC.Cl. Cell line: MOLT-4. Synergy scores: CSS=31.7, Synergy_ZIP=-2.78, Synergy_Bliss=-7.69, Synergy_Loewe=-22.1, Synergy_HSA=-9.78. (2) Drug 1: CCCCC(=O)OCC(=O)C1(CC(C2=C(C1)C(=C3C(=C2O)C(=O)C4=C(C3=O)C=CC=C4OC)O)OC5CC(C(C(O5)C)O)NC(=O)C(F)(F)F)O. Drug 2: C1=CC=C(C=C1)NC(=O)CCCCCCC(=O)NO. Cell line: M14. Synergy scores: CSS=60.1, Synergy_ZIP=34.7, Synergy_Bliss=43.6, Synergy_Loewe=18.5, Synergy_HSA=20.6. (3) Drug 1: COC1=C(C=C2C(=C1)N=CN=C2NC3=CC(=C(C=C3)F)Cl)OCCCN4CCOCC4. Drug 2: C1CC(=O)NC(=O)C1N2C(=O)C3=CC=CC=C3C2=O. Cell line: A549. Synergy scores: CSS=22.3, Synergy_ZIP=-4.30, Synergy_Bliss=-1.67, Synergy_Loewe=-9.41, Synergy_HSA=-0.216. (4) Drug 1: C1C(C(OC1N2C=NC3=C(N=C(N=C32)Cl)N)CO)O. Drug 2: CC1C(C(CC(O1)OC2CC(CC3=C2C(=C4C(=C3O)C(=O)C5=CC=CC=C5C4=O)O)(C(=O)C)O)N)O. Cell line: TK-10. Synergy scores: CSS=47.6, Synergy_ZIP=-4.06, Synergy_Bliss=-2.49, Synergy_Loewe=-18.8, Synergy_HSA=-0.272.